From a dataset of Reaction yield outcomes from USPTO patents with 853,638 reactions. Predict the reaction yield, written as a fraction of the theoretical maximum amount of product (1.0 means a 100% yield; for example, 0.34 means a 34% yield). (1) The reactants are [NH2:1][C@@H:2]([CH3:5])[CH2:3][OH:4].[CH:6](=O)[C:7]1[CH:12]=[CH:11][CH:10]=[CH:9][CH:8]=1.[BH4-].[Na+].Cl. The catalyst is C1(C)C=CC=CC=1.CCO.O1CCOCC1. The product is [C:7]1([CH2:6][NH:1][C@@H:2]([CH3:5])[CH2:3][OH:4])[CH:12]=[CH:11][CH:10]=[CH:9][CH:8]=1. The yield is 0.950. (2) The reactants are Br[C:2]1[CH:7]=[CH:6][C:5]([NH:8][C:9]2[O:10][C:11]3[CH:17]=[CH:16][C:15]([CH3:18])=[CH:14][C:12]=3[N:13]=2)=[CH:4][CH:3]=1.[CH3:19][Si:20]([CH3:42])([CH3:41])[CH2:21][CH2:22][O:23][C:24]([C@@H:26]1[CH2:31][CH2:30][CH2:29][CH2:28][C@H:27]1[C:32](=[O:40])[C:33]1[CH:38]=[CH:37][C:36](Br)=[CH:35][CH:34]=1)=[O:25].C([O-])(O)=O.[Na+].ClCCl. The catalyst is CCOC(C)=O.C1C=CC(P(C2C=CC=CC=2)[C-]2C=CC=C2)=CC=1.C1C=CC(P(C2C=CC=CC=2)[C-]2C=CC=C2)=CC=1.Cl[Pd]Cl.[Fe+2].CCO.C1(C)C=CC=CC=1. The product is [CH3:19][Si:20]([CH3:42])([CH3:41])[CH2:21][CH2:22][O:23][C:24]([C@@H:26]1[CH2:31][CH2:30][CH2:29][CH2:28][C@H:27]1[C:32]([C:33]1[CH:34]=[CH:35][C:36]([C:2]2[CH:7]=[CH:6][C:5]([NH:8][C:9]3[O:10][C:11]4[CH:17]=[CH:16][C:15]([CH3:18])=[CH:14][C:12]=4[N:13]=3)=[CH:4][CH:3]=2)=[CH:37][CH:38]=1)=[O:40])=[O:25]. The yield is 0.500. (3) The reactants are [NH2:1][C@H:2]1[C:11]2[C:6](=[CH:7][CH:8]=[CH:9][CH:10]=2)[N:5]([C:12]([C:14]2[CH:19]=[CH:18][C:17]([F:20])=[CH:16][CH:15]=2)=[O:13])[C@@H:4]([CH3:21])[CH2:3]1.[Cl:22][C:23]1[CH:28]=[CH:27][C:26](B(O)O)=[CH:25][CH:24]=1.N1C=CC=CC=1.[C:38](OCC)(=[O:40])[CH3:39]. The catalyst is CN(C=O)C.C([O-])(=O)C.[Cu+2].C([O-])(=O)C. The product is [Cl:22][C:23]1[CH:28]=[CH:27][C:26]([N:1]([C@H:2]2[C:11]3[C:6](=[CH:7][CH:8]=[CH:9][CH:10]=3)[N:5]([C:12](=[O:13])[C:14]3[CH:15]=[CH:16][C:17]([F:20])=[CH:18][CH:19]=3)[C@@H:4]([CH3:21])[CH2:3]2)[C:38](=[O:40])[CH3:39])=[CH:25][CH:24]=1. The yield is 0.180. (4) The reactants are [O:1]=[C:2]1[CH2:7][CH2:6][N:5]([C:8]([O:10][C:11]([CH3:14])([CH3:13])[CH3:12])=[O:9])[CH2:4][CH2:3]1.[C:15](OCC)(=[O:21])[C:16]([O:18][CH2:19][CH3:20])=[O:17]. No catalyst specified. The product is [CH2:19]([O:18][C:16](=[O:17])[C:15]([CH:7]1[C:2](=[O:1])[CH2:3][CH2:4][N:5]([C:8]([O:10][C:11]([CH3:14])([CH3:13])[CH3:12])=[O:9])[CH2:6]1)=[O:21])[CH3:20]. The yield is 0.430. (5) The product is [N:14]1[CH:13]=[CH:12][C:11]([C:9]2[NH:8][C:7]3[CH:17]=[CH:18][C:4]([NH2:1])=[CH:5][C:6]=3[N:10]=2)=[CH:16][CH:15]=1. No catalyst specified. The yield is 0.640. The reactants are [N+:1]([C:4]1[CH:18]=[CH:17][C:7]2[NH:8][C:9]([C:11]3[CH:16]=[CH:15][N:14]=[CH:13][CH:12]=3)=[N:10][C:6]=2[CH:5]=1)([O-])=O.NC1C=CC2OC(C3C=CN=CC=3)=NC=2C=1. (6) The reactants are [OH:1][CH2:2][CH:3]1[CH2:6][CH2:5][O:4]1.CN1CCOCC1.ClC(OC1C=CC([N+]([O-])=O)=CC=1)=O.[CH:27]([CH:30]1[C:35]2[N:36]=[CH:37][NH:38][C:34]=2[CH2:33][CH2:32][N:31]1[C:39](OCC1SC=CN=1)=[O:40])([CH3:29])[CH3:28].CCN(C(C)C)C(C)C. The catalyst is C(Cl)Cl. The product is [CH:27]([CH:30]1[C:35]2[N:36]=[CH:37][NH:38][C:34]=2[CH2:33][CH2:32][N:31]1[C:39]([O:1][CH2:2][CH:3]1[CH2:6][CH2:5][O:4]1)=[O:40])([CH3:29])[CH3:28]. The yield is 0.0870.